This data is from Forward reaction prediction with 1.9M reactions from USPTO patents (1976-2016). The task is: Predict the product of the given reaction. (1) Given the reactants [CH3:1][O:2][CH:3]([O:12][CH3:13])[CH2:4][NH:5][CH:6]1[CH2:11][CH2:10][CH2:9][CH2:8][CH2:7]1.CN.[C:16](Cl)(=[O:19])[CH:17]=[CH2:18], predict the reaction product. The product is: [CH:6]1([N:5]([CH2:4][CH:3]([O:12][CH3:13])[O:2][CH3:1])[C:16](=[O:19])[CH:17]=[CH2:18])[CH2:11][CH2:10][CH2:9][CH2:8][CH2:7]1. (2) Given the reactants Br[C:2]1[C:3]2[N:4]([N:8]=[C:9]([NH2:11])[N:10]=2)[CH:5]=[CH:6][CH:7]=1.[F:12][C:13]1[CH:14]=[C:15](B(O)O)[CH:16]=[CH:17][C:18]=1[F:19].C(=O)([O-])[O-].[Na+].[Na+], predict the reaction product. The product is: [F:12][C:13]1[CH:14]=[C:15]([C:2]2[C:3]3[N:4]([N:8]=[C:9]([NH2:11])[N:10]=3)[CH:5]=[CH:6][CH:7]=2)[CH:16]=[CH:17][C:18]=1[F:19]. (3) Given the reactants Cl[C:2]1[N:3]=[CH:4][C:5]([C:8]([N:10]2[CH2:15][CH2:14][C:13]3[NH:16][C:17]([C:19]4[C:27]5[C:22](=[CH:23][C:24]([C:28]6[CH:33]=[C:32]([F:34])[C:31]([OH:35])=[CH:30][C:29]=6[CH2:36][CH3:37])=[CH:25][CH:26]=5)[NH:21][N:20]=4)=[N:18][C:12]=3[CH2:11]2)=[O:9])=[N:6][CH:7]=1.[CH:38]([N:41]1[CH2:46][CH2:45][NH:44][CH2:43][CH2:42]1)([CH3:40])[CH3:39], predict the reaction product. The product is: [CH2:36]([C:29]1[CH:30]=[C:31]([OH:35])[C:32]([F:34])=[CH:33][C:28]=1[C:24]1[CH:23]=[C:22]2[C:27]([C:19]([C:17]3[NH:16][C:13]4[CH2:14][CH2:15][N:10]([C:8]([C:5]5[N:6]=[CH:7][C:2]([N:44]6[CH2:45][CH2:46][N:41]([CH:38]([CH3:40])[CH3:39])[CH2:42][CH2:43]6)=[N:3][CH:4]=5)=[O:9])[CH2:11][C:12]=4[N:18]=3)=[N:20][NH:21]2)=[CH:26][CH:25]=1)[CH3:37]. (4) Given the reactants [CH3:1][O:2][C:3]([C:5]1[S:6][C:7]([CH:42]2[CH2:47][CH2:46][C:45]([CH3:49])([CH3:48])[CH2:44][CH2:43]2)=[CH:8][C:9]=1[N:10]([CH:20]([CH2:33][O:34][SiH](C(C)C)C(C)C)[CH2:21][O:22][Si](C(C)C)(C(C)C)C(C)C)[C:11]([C@H:13]1[CH2:18][CH2:17][C@H:16]([CH3:19])[CH2:15][CH2:14]1)=[O:12])=[O:4].N1C=CC=CC=1.C([O-])(O)=O.[Na+], predict the reaction product. The product is: [CH3:1][O:2][C:3]([C:5]1[S:6][C:7]([CH:42]2[CH2:43][CH2:44][C:45]([CH3:48])([CH3:49])[CH2:46][CH2:47]2)=[CH:8][C:9]=1[N:10]([CH:20]([CH2:33][OH:34])[CH2:21][OH:22])[C:11]([C@H:13]1[CH2:14][CH2:15][C@H:16]([CH3:19])[CH2:17][CH2:18]1)=[O:12])=[O:4]. (5) Given the reactants [C:1]([N:4](C(C)(C)C)[S:5]([C:8]1[CH:9]=[C:10]([C:18]2[CH:23]=[CH:22][CH:21]=[C:20]([S:24]([NH2:27])(=[O:26])=[O:25])[CH:19]=2)[C:11]([O:16]C)=[C:12]([CH:14]=[O:15])[CH:13]=1)(=[O:7])=[O:6])(=[O:3])[CH3:2], predict the reaction product. The product is: [C:1]([NH:4][S:5]([C:8]1[CH:9]=[C:10]([C:18]2[CH:23]=[CH:22][CH:21]=[C:20]([S:24]([NH2:27])(=[O:26])=[O:25])[CH:19]=2)[C:11]([OH:16])=[C:12]([CH:14]=[O:15])[CH:13]=1)(=[O:7])=[O:6])(=[O:3])[CH3:2]. (6) Given the reactants [OH:1][C@H:2]([C:23]1[CH:28]=[CH:27][CH:26]=[CH:25][CH:24]=1)[CH2:3][CH2:4][N:5]1[CH2:10][CH2:9][CH:8]([C:11]2[CH:12]=[C:13]([NH:17][C:18](=[O:22])[CH:19]([CH3:21])[CH3:20])[CH:14]=[CH:15][CH:16]=2)[CH2:7][CH2:6]1.[Cl:29][C:30]1[CH:31]=[C:32](O)[CH:33]=[CH:34][C:35]=1[Cl:36].C1(P(C2C=CC=CC=2)C2C=CC=CC=2)C=CC=CC=1.N(C(OCC)=O)=NC(OCC)=O.N, predict the reaction product. The product is: [Cl:29][C:30]1[CH:31]=[C:32]([CH:33]=[CH:34][C:35]=1[Cl:36])[O:1][C@@H:2]([C:23]1[CH:24]=[CH:25][CH:26]=[CH:27][CH:28]=1)[CH2:3][CH2:4][N:5]1[CH2:10][CH2:9][CH:8]([C:11]2[CH:12]=[C:13]([NH:17][C:18](=[O:22])[CH:19]([CH3:21])[CH3:20])[CH:14]=[CH:15][CH:16]=2)[CH2:7][CH2:6]1.